This data is from Full USPTO retrosynthesis dataset with 1.9M reactions from patents (1976-2016). The task is: Predict the reactants needed to synthesize the given product. (1) The reactants are: FC1C=C(F)C=C[C:3]=1[C:9]1[CH:10]=[C:11]([CH2:20]O)[C:12](=O)N(CC(C)C)N=1.[F:22][C:23]1[CH:24]=[C:25]([C:31]2[CH:32]=[C:33]([C:38]([O:40][CH3:41])=[O:39])[C:34](=[O:37])[NH:35][N:36]=2)[CH:26]=[CH:27][C:28]=1[O:29][CH3:30].C1(CBr)CCCC1. Given the product [CH:11]1([CH2:12][N:35]2[C:34](=[O:37])[C:33]([C:38]([O:40][CH3:41])=[O:39])=[CH:32][C:31]([C:25]3[CH:26]=[CH:27][C:28]([O:29][CH3:30])=[C:23]([F:22])[CH:24]=3)=[N:36]2)[CH2:10][CH2:9][CH2:3][CH2:20]1, predict the reactants needed to synthesize it. (2) Given the product [NH2:7][C@H:8]1[C:17]2[C:12](=[C:13]([CH3:18])[CH:14]=[CH:15][CH:16]=2)[CH2:11][CH2:10][CH2:9]1, predict the reactants needed to synthesize it. The reactants are: CC(S([NH:7][C@@H:8]1[C:17]2[C:12](=[C:13]([CH3:18])[CH:14]=[CH:15][CH:16]=2)[CH2:11][CH2:10][CH2:9]1)=O)(C)C.[OH-].[Na+]. (3) The reactants are: [C:1]([C:3]1[CH:4]=[C:5]([C:13]2[O:17][N:16]=[C:15]([C:18]3[CH:35]=[CH:34][C:21]4[CH2:22][CH2:23][N:24](C(OC(C)(C)C)=O)[CH2:25][CH2:26][C:20]=4[CH:19]=3)[N:14]=2)[CH:6]=[CH:7][C:8]=1[NH:9][CH2:10][CH2:11][CH3:12])#[N:2].FC(F)(F)C(O)=O. Given the product [CH2:10]([NH:9][C:8]1[CH:7]=[CH:6][C:5]([C:13]2[O:17][N:16]=[C:15]([C:18]3[CH:35]=[CH:34][C:21]4[CH2:22][CH2:23][NH:24][CH2:25][CH2:26][C:20]=4[CH:19]=3)[N:14]=2)=[CH:4][C:3]=1[C:1]#[N:2])[CH2:11][CH3:12], predict the reactants needed to synthesize it. (4) Given the product [C:1]([OH:6])(=[O:5])[CH:2]([CH3:4])[OH:3].[OH:14][C:7]([OH:15])=[O:3], predict the reactants needed to synthesize it. The reactants are: [C:1]([OH:6])(=[O:5])[CH:2]([CH3:4])[OH:3].[C:7]([OH:15])(=[O:14])C(CC(O)=O)O.